Predict the reaction yield, written as a fraction of the theoretical maximum amount of product (1.0 means a 100% yield; for example, 0.34 means a 34% yield). From a dataset of Reaction yield outcomes from USPTO patents with 853,638 reactions. The reactants are [H-].[Na+].C(#[N:5])C.[NH2:6][C:7]1[N:12]=[C:11]([CH2:13][C:14]2[C:19]([Cl:20])=[CH:18][CH:17]=[CH:16][C:15]=2[Cl:21])[N:10]=[C:9]([NH:22][C:23]2[CH:30]=[CH:29][C:26]([C:27]#[N:28])=[CH:25][CH:24]=2)[N:8]=1.Cl[CH2:32][CH2:33][CH2:34][N:35]=[C:36]=[O:37]. The catalyst is O1CCOCC1.CN1CCCC1=O. The product is [C:27]([C:26]1[CH:25]=[CH:24][C:23]([NH:22][C:9]2[N:10]=[C:11]([CH2:13][C:14]3[C:19]([Cl:20])=[CH:18][CH:17]=[CH:16][C:15]=3[Cl:21])[N:12]=[C:7]([NH:6][CH2:32][CH2:33][CH2:34][NH:35][C:36]([NH2:5])=[O:37])[N:8]=2)=[CH:30][CH:29]=1)#[N:28]. The yield is 0.189.